This data is from Reaction yield outcomes from USPTO patents with 853,638 reactions. The task is: Predict the reaction yield, written as a fraction of the theoretical maximum amount of product (1.0 means a 100% yield; for example, 0.34 means a 34% yield). (1) The reactants are [CH:1]1([S:4]([C:7]2[CH:12]=[CH:11][C:10]([CH:13]([C:21]3[NH:25][C:24]([C:26]4[N:31]=[CH:30][C:29]([CH2:32][C:33](O)=[O:34])=[CH:28][CH:27]=4)=[CH:23][CH:22]=3)[CH2:14][CH:15]3[CH2:20][CH2:19][O:18][CH2:17][CH2:16]3)=[CH:9][CH:8]=2)(=[O:6])=[O:5])[CH2:3][CH2:2]1.[NH:36]1[CH2:41][CH2:40][O:39][CH2:38][CH2:37]1.Cl.CN(C)CCCN=C=NCC.ON1C2C=CC=CC=2N=N1. The catalyst is CN(C)C=O.O.C(N(CC)CC)C. The product is [CH:1]1([S:4]([C:7]2[CH:8]=[CH:9][C:10]([CH:13]([C:21]3[NH:25][C:24]([C:26]4[N:31]=[CH:30][C:29]([CH2:32][C:33]([N:36]5[CH2:41][CH2:40][O:39][CH2:38][CH2:37]5)=[O:34])=[CH:28][CH:27]=4)=[CH:23][CH:22]=3)[CH2:14][CH:15]3[CH2:20][CH2:19][O:18][CH2:17][CH2:16]3)=[CH:11][CH:12]=2)(=[O:6])=[O:5])[CH2:2][CH2:3]1. The yield is 0.760. (2) The reactants are [CH:1]1[C:2]([CH2:19][C:20](O)=[O:21])=[CH:3][C:4]([I:18])=[C:5]([O:8][C:9]2[CH:10]=[C:11]([I:17])[C:12]([OH:16])=[C:13]([I:15])[CH:14]=2)[C:6]=1[I:7].C(O)(C)(C)C.[CH:28]1([N:34]=C=[N:34][CH:28]2[CH2:33][CH2:32][CH2:31][CH2:30][CH2:29]2)[CH2:33][CH2:32][CH2:31][CH2:30][CH2:29]1. The catalyst is O1CCOCC1.CN(C)C1C=CN=CC=1. The product is [CH:28]1([NH:34][C:20](=[O:21])[CH2:19][C:2]2[CH:3]=[C:4]([I:18])[C:5]([O:8][C:9]3[CH:14]=[C:13]([I:15])[C:12]([OH:16])=[C:11]([I:17])[CH:10]=3)=[C:6]([I:7])[CH:1]=2)[CH2:33][CH2:32][CH2:31][CH2:30][CH2:29]1. The yield is 0.300. (3) The reactants are [CH3:1][O:2][C@@H:3]1[CH2:8][C@@H:7]([NH:9][C:10]2[C:15]([N+:16]([O-])=O)=[CH:14][N:13]=[C:12]3[CH:19]=[CH:20][S:21][C:11]=23)[CH2:6][CH2:5][C@@H:4]1[CH2:22][C:23]#[N:24]. The catalyst is [Pd].CO. The product is [NH2:16][C:15]1[C:10]([NH:9][C@H:7]2[CH2:6][CH2:5][C@H:4]([CH2:22][C:23]#[N:24])[C@H:3]([O:2][CH3:1])[CH2:8]2)=[C:11]2[S:21][CH:20]=[CH:19][C:12]2=[N:13][CH:14]=1. The yield is 0.890. (4) The reactants are [F:1][C:2]1[CH:10]=[C:9]2[C:5]([CH:6]=[N:7][N:8]2[CH3:11])=[CH:4][C:3]=1[CH2:12][C:13]1[N:17]2[N:18]=[C:19]([CH:22]=C)[CH:20]=[CH:21][C:16]2=[N:15][CH:14]=1.C[N+]1([O-])CC[O:28]CC1.I([O-])(=O)(=O)=O.[Na+]. The catalyst is CC(C)=O.O. The product is [F:1][C:2]1[CH:10]=[C:9]2[C:5]([CH:6]=[N:7][N:8]2[CH3:11])=[CH:4][C:3]=1[CH2:12][C:13]1[N:17]2[N:18]=[C:19]([CH:22]=[O:28])[CH:20]=[CH:21][C:16]2=[N:15][CH:14]=1. The yield is 0.380. (5) The reactants are [NH2:1][C:2]1[CH:30]=[CH:29][C:5]([O:6][C:7]2[CH:12]=[CH:11][N:10]=[C:9]([NH:13][C:14]([N:16]3[CH2:21][CH2:20][N:19]([CH:22]4[CH2:27][CH2:26][N:25]([CH3:28])[CH2:24][CH2:23]4)[CH2:18][CH2:17]3)=[O:15])[CH:8]=2)=[CH:4][CH:3]=1.[F:31][C:32]1[CH:37]=[CH:36][C:35]([CH2:38][C:39]([N:41]=[C:42]=[O:43])=[O:40])=[CH:34][CH:33]=1. The catalyst is O1CCCC1.C(OCC)(=O)C.CCCCCC. The product is [F:31][C:32]1[CH:33]=[CH:34][C:35]([CH2:38][C:39]([NH:41][C:42](=[O:43])[NH:1][C:2]2[CH:3]=[CH:4][C:5]([O:6][C:7]3[CH:12]=[CH:11][N:10]=[C:9]([NH:13][C:14]([N:16]4[CH2:17][CH2:18][N:19]([CH:22]5[CH2:23][CH2:24][N:25]([CH3:28])[CH2:26][CH2:27]5)[CH2:20][CH2:21]4)=[O:15])[CH:8]=3)=[CH:29][CH:30]=2)=[O:40])=[CH:36][CH:37]=1. The yield is 0.490. (6) The reactants are [NH:1]1[C:9]2[C:4](=[CH:5][CH:6]=[CH:7][CH:8]=2)[C:3]([CH2:10][CH2:11][NH2:12])=[CH:2]1.[C:13](O[C:13]([O:14][C:15]([CH3:18])([CH3:17])[CH3:16])=[O:19])(=[O:19])[O:14][C:15]([CH3:18])([CH3:17])[CH3:16]. The catalyst is C1COCC1. The product is [NH:1]1[C:9]2[C:4](=[CH:5][CH:6]=[CH:7][CH:8]=2)[C:3]([CH2:10][CH2:11][NH:12][C:13](=[O:19])[O:14][C:15]([CH3:18])([CH3:17])[CH3:16])=[CH:2]1. The yield is 0.950. (7) The reactants are [I:1][C:2]1[C:10]2[N:9]([CH3:11])[C:8]3[CH2:12][CH2:13][NH:14][CH2:15][C:7]=3[C:6]=2[CH:5]=[CH:4][CH:3]=1.[CH2:16]=O.[BH4-].[Na+]. The catalyst is CO.O. The product is [I:1][C:2]1[C:10]2[N:9]([CH3:11])[C:8]3[CH2:12][CH2:13][N:14]([CH3:16])[CH2:15][C:7]=3[C:6]=2[CH:5]=[CH:4][CH:3]=1. The yield is 0.150.